Dataset: Forward reaction prediction with 1.9M reactions from USPTO patents (1976-2016). Task: Predict the product of the given reaction. (1) Given the reactants Cl[C:2]1[N:7]=[C:6]([S:8][C:9]2[CH:14]=[CH:13][CH:12]=[CH:11][CH:10]=2)[CH:5]=[CH:4][N:3]=1.C(N(C(C)C)CC)(C)C.[C:24]1([NH2:31])[CH:29]=[CH:28][CH:27]=[C:26]([NH2:30])[CH:25]=1, predict the reaction product. The product is: [C:9]1([S:8][C:6]2[CH:5]=[CH:4][N:3]=[C:2]([NH:30][C:26]3[CH:27]=[CH:28][CH:29]=[C:24]([NH2:31])[CH:25]=3)[N:7]=2)[CH:14]=[CH:13][CH:12]=[CH:11][CH:10]=1. (2) Given the reactants [C:1]([C:5]1[CH:10]=[CH:9][C:8]([S:11]([NH:14][C:15]2[CH:20]=[C:19](F)[C:18](Cl)=[CH:17][C:16]=2[C:23]2[N:27]([CH3:28])[C:26]([CH2:29][CH3:30])=[N:25][N:24]=2)(=[O:13])=[O:12])=[CH:7][CH:6]=1)([CH3:4])([CH3:3])[CH3:2].C(Cl)Cl.C(N(CC)CC)C.CN([CH:44]=[O:45])C.[CH3:46][OH:47], predict the reaction product. The product is: [CH3:46][O:47][C:44](=[O:45])[C:18]1[CH:19]=[CH:20][C:15]([NH:14][S:11]([C:8]2[CH:7]=[CH:6][C:5]([C:1]([CH3:3])([CH3:2])[CH3:4])=[CH:10][CH:9]=2)(=[O:12])=[O:13])=[C:16]([C:23]2[N:27]([CH3:28])[C:26]([CH2:29][CH3:30])=[N:25][N:24]=2)[CH:17]=1. (3) Given the reactants [Na].Cl[C:3]1[C:8]([O:9][CH:10]([CH3:12])[CH3:11])=[CH:7][CH:6]=[CH:5][N:4]=1.[CH3:13][OH:14], predict the reaction product. The product is: [CH:10]([O:9][C:8]1[C:3]([O:14][CH3:13])=[N:4][CH:5]=[CH:6][CH:7]=1)([CH3:12])[CH3:11].